This data is from Forward reaction prediction with 1.9M reactions from USPTO patents (1976-2016). The task is: Predict the product of the given reaction. (1) Given the reactants [Cl:1][C:2]1[CH:3]=[N:4][CH:5]=[C:6]([Cl:20])[C:7]=1[S:8][C:9]1[S:13][C:12]([C:14]([OH:16])=O)=[CH:11][C:10]=1[N+:17]([O-:19])=[O:18].[CH3:21][N:22]([CH3:32])[CH2:23][CH2:24][N:25]1[C:29]([NH2:30])=[CH:28][C:27]([CH3:31])=[N:26]1, predict the reaction product. The product is: [Cl:20][C:6]1[CH:5]=[N:4][CH:3]=[C:2]([Cl:1])[C:7]=1[S:8][C:9]1[S:13][C:12]([C:14]([NH:30][C:29]2[N:25]([CH2:24][CH2:23][N:22]([CH3:32])[CH3:21])[N:26]=[C:27]([CH3:31])[CH:28]=2)=[O:16])=[CH:11][C:10]=1[N+:17]([O-:19])=[O:18]. (2) Given the reactants N#N.[CH2:3]([N:10]1[CH2:15][CH2:14][CH2:13][CH2:12][CH:11]1[CH2:16][C:17]1[CH:22]=[CH:21][C:20](Br)=[CH:19][CH:18]=1)[C:4]1[CH:9]=[CH:8][CH:7]=[CH:6][CH:5]=1.C([Li])CCC.[CH3:29][C:30]1[NH:31][C:32]([CH3:41])=[CH:33][C:34]=1[C:35]1[CH:40]=[CH:39][CH:38]=[CH:37][N:36]=1, predict the reaction product. The product is: [CH3:29][C:30]1[NH:31][C:32]([CH3:41])=[CH:33][C:34]=1[C:35]1[CH:40]=[CH:39][CH:38]=[C:37]([C:20]2[CH:21]=[CH:22][C:17]([CH2:16][CH:11]3[CH2:12][CH2:13][CH2:14][CH2:15][N:10]3[CH2:3][C:4]3[CH:9]=[CH:8][CH:7]=[CH:6][CH:5]=3)=[CH:18][CH:19]=2)[N:36]=1.